Task: Predict the reaction yield, written as a fraction of the theoretical maximum amount of product (1.0 means a 100% yield; for example, 0.34 means a 34% yield).. Dataset: Reaction yield outcomes from USPTO patents with 853,638 reactions (1) The reactants are [Br:1][C:2]1[CH:3]=[C:4]([S:8](Cl)(=[O:10])=[O:9])[CH:5]=[N:6][CH:7]=1.[NH:12]([CH2:16][CH2:17][OH:18])[CH2:13][CH2:14][OH:15]. No catalyst specified. The product is [OH:15][CH2:14][CH2:13][N:12]([CH2:16][CH2:17][OH:18])[S:8]([C:4]1[CH:5]=[N:6][CH:7]=[C:2]([Br:1])[CH:3]=1)(=[O:10])=[O:9]. The yield is 0.420. (2) The yield is 0.710. The product is [Br:1][C:2]1[CH:7]=[CH:6][C:5]([C:8]2[C:19](=[O:20])[N:18]([CH2:21][CH3:22])[C:11]3[N:12]=[C:13]([S:16]([CH3:17])=[O:32])[N:14]=[CH:15][C:10]=3[CH:9]=2)=[C:4]([Cl:23])[CH:3]=1. The reactants are [Br:1][C:2]1[CH:7]=[CH:6][C:5]([C:8]2[C:19](=[O:20])[N:18]([CH2:21][CH3:22])[C:11]3[N:12]=[C:13]([S:16][CH3:17])[N:14]=[CH:15][C:10]=3[CH:9]=2)=[C:4]([Cl:23])[CH:3]=1.ClC1C=CC=C(C(OO)=[O:32])C=1. The catalyst is ClCCl. (3) No catalyst specified. The yield is 0.840. The product is [F:1][C:2]1[CH:10]=[CH:9][CH:8]=[C:7]([F:11])[C:3]=1[C:4]1[S:6][CH:14]=[C:15]([C:16]([O:18][CH2:21][CH3:22])=[O:17])[N:5]=1. The reactants are [F:1][C:2]1[CH:10]=[CH:9][CH:8]=[C:7]([F:11])[C:3]=1[C:4](=[S:6])[NH2:5].C([CH:14](Br)[C:15](=O)[C:16]([O-:18])=[O:17])C.[CH2:21](O)[CH3:22].